This data is from Full USPTO retrosynthesis dataset with 1.9M reactions from patents (1976-2016). The task is: Predict the reactants needed to synthesize the given product. (1) Given the product [Br:1][C:2]1[CH:3]=[CH:4][C:5]([F:18])=[C:6]([C:8]2([CH:15]([F:17])[F:16])[NH:13][C:12](=[S:28])[CH2:11][O:10][CH2:9]2)[CH:7]=1, predict the reactants needed to synthesize it. The reactants are: [Br:1][C:2]1[CH:3]=[CH:4][C:5]([F:18])=[C:6]([C:8]2([CH:15]([F:17])[F:16])[NH:13][C:12](=O)[CH2:11][O:10][CH2:9]2)[CH:7]=1.COC1C=CC(P2(SP(C3C=CC(OC)=CC=3)(=S)S2)=[S:28])=CC=1. (2) Given the product [N:32]1[C:33]2[C:28](=[CH:27][CH:26]=[CH:25][C:24]=2[O:9][B:8]([C:4]2[CH:5]=[CH:6][CH:7]=[C:2]([Cl:1])[CH:3]=2)[C:10]2[CH:15]=[CH:14][CH:13]=[C:12]([C:16]3[O:17][CH2:18][C:19]([CH3:22])([CH3:21])[N:20]=3)[CH:11]=2)[CH:29]=[CH:30][CH:31]=1, predict the reactants needed to synthesize it. The reactants are: [Cl:1][C:2]1[CH:3]=[C:4]([B:8]([C:10]2[CH:15]=[CH:14][CH:13]=[C:12]([C:16]3[O:17][CH2:18][C:19]([CH3:22])([CH3:21])[N:20]=3)[CH:11]=2)[OH:9])[CH:5]=[CH:6][CH:7]=1.O[C:24]1[CH:25]=[CH:26][CH:27]=[C:28]2[C:33]=1[N:32]=[CH:31][CH:30]=[CH:29]2. (3) Given the product [C:2]1([O:14][CH3:8])[C:1](=[CH:6][CH:5]=[CH:4][CH:3]=1)[OH:7], predict the reactants needed to synthesize it. The reactants are: [CH2:1]([OH:7])[CH2:2][CH2:3][CH2:4][CH2:5][CH3:6].[CH:8](=[O:14])/C=C/CCC. (4) Given the product [OH:10][C:7]([CH:4]1[CH2:5][CH2:6][N:1]([C:12]2[CH:21]=[CH:20][CH:19]=[C:18]3[C:13]=2[CH2:14][CH2:15][N:16]([C:22]([O:24][C:25]([CH3:28])([CH3:27])[CH3:26])=[O:23])[CH2:17]3)[CH2:2][CH2:3]1)([CH3:9])[CH3:8], predict the reactants needed to synthesize it. The reactants are: [NH:1]1[CH2:6][CH2:5][CH:4]([C:7]([OH:10])([CH3:9])[CH3:8])[CH2:3][CH2:2]1.Br[C:12]1[CH:21]=[CH:20][CH:19]=[C:18]2[C:13]=1[CH2:14][CH2:15][N:16]([C:22]([O:24][C:25]([CH3:28])([CH3:27])[CH3:26])=[O:23])[CH2:17]2.CC(C)([O-])C.[Na+]. (5) Given the product [O:21]1[C:26]2[CH:27]=[CH:28][C:29]([CH2:31][N:32]3[CH2:37][CH2:36][CH:35]([NH:38][CH2:14][CH2:13][N:10]4[C:11]5[C:6](=[CH:5][CH:4]=[C:3]([O:2][CH3:1])[CH:12]=5)[C:7]([C:17]([O:19][CH3:20])=[O:18])=[CH:8][C:9]4=[O:16])[CH2:34][CH2:33]3)=[CH:30][C:25]=2[O:24][CH2:23][CH2:22]1, predict the reactants needed to synthesize it. The reactants are: [CH3:1][O:2][C:3]1[CH:12]=[C:11]2[C:6]([C:7]([C:17]([O:19][CH3:20])=[O:18])=[CH:8][C:9](=[O:16])[N:10]2[CH2:13][CH:14]=O)=[CH:5][CH:4]=1.[O:21]1[C:26]2[CH:27]=[CH:28][C:29]([CH2:31][N:32]3[CH2:37][CH2:36][CH:35]([NH2:38])[CH2:34][CH2:33]3)=[CH:30][C:25]=2[O:24][CH2:23][CH2:22]1.C(O[BH-](OC(=O)C)OC(=O)C)(=O)C.[Na+].C(=O)([O-])O.[Na+]. (6) Given the product [Br:8][C:5]1[CH:4]=[N:3][C:2]([NH:9][C:10]2[CH:15]=[CH:14][CH:13]=[CH:12][CH:11]=2)=[N:7][CH:6]=1, predict the reactants needed to synthesize it. The reactants are: Cl[C:2]1[N:7]=[CH:6][C:5]([Br:8])=[CH:4][N:3]=1.[NH2:9][C:10]1[CH:15]=[CH:14][CH:13]=[CH:12][CH:11]=1. (7) Given the product [Cl:1][C:2]1[CH:7]=[CH:6][CH:5]=[CH:4][C:3]=1[S:8][C:10]1[CH:17]=[CH:16][C:13]([C:14]#[N:15])=[C:12]([CH3:18])[CH:11]=1, predict the reactants needed to synthesize it. The reactants are: [Cl:1][C:2]1[CH:7]=[CH:6][CH:5]=[CH:4][C:3]=1[SH:8].F[C:10]1[CH:17]=[CH:16][C:13]([C:14]#[N:15])=[C:12]([CH3:18])[CH:11]=1.C(=O)([O-])[O-].[K+].[K+].CC(N(C)C)=O. (8) Given the product [F:79][C:78]([F:81])([F:80])[C:74]1[CH:73]=[C:72]([N:2]2[CH2:3][C@@H:4]3[C@@H:8]([NH:9][C:10](=[O:16])[O:11][C:12]([CH3:13])([CH3:15])[CH3:14])[CH2:7][CH2:6][C@@H:5]3[CH2:1]2)[CH:77]=[CH:76][CH:75]=1, predict the reactants needed to synthesize it. The reactants are: [CH2:1]1[C@H:5]2[CH2:6][CH2:7][C@H:8]([NH:9][C:10](=[O:16])[O:11][C:12]([CH3:15])([CH3:14])[CH3:13])[C@H:4]2[CH2:3][NH:2]1.C1(P(C2C=CC=CC=2)C2C=CC3C(=CC=CC=3)C=2C2C3C(=CC=CC=3)C=CC=2P(C2C=CC=CC=2)C2C=CC=CC=2)C=CC=CC=1.P([O-])([O-])([O-])=O.[K+].[K+].[K+].Br[C:72]1[CH:77]=[CH:76][CH:75]=[C:74]([C:78]([F:81])([F:80])[F:79])[CH:73]=1.